This data is from Forward reaction prediction with 1.9M reactions from USPTO patents (1976-2016). The task is: Predict the product of the given reaction. (1) The product is: [Cl:1][C:2]1[CH:10]=[CH:9][C:8]([C:11]2[N:12]([C:28]([O:30][C:31]([CH3:33])([CH3:32])[CH3:34])=[O:29])[C:13]3[C:18]([CH:19]=2)=[CH:17][C:16]([CH2:20][NH:21][CH2:22][C:23]([OH:25])=[O:24])=[CH:15][CH:14]=3)=[C:7]2[C:3]=1[CH2:4][NH:5][C:6]2=[O:35]. Given the reactants [Cl:1][C:2]1[CH:10]=[CH:9][C:8]([C:11]2[N:12]([C:28]([O:30][C:31]([CH3:34])([CH3:33])[CH3:32])=[O:29])[C:13]3[C:18]([CH:19]=2)=[CH:17][C:16]([CH2:20][NH:21][CH2:22][C:23]([O:25]CC)=[O:24])=[CH:15][CH:14]=3)=[C:7]2[C:3]=1[CH2:4][NH:5][C:6]2=[O:35].[OH-].[Li+].Cl, predict the reaction product. (2) Given the reactants [CH3:1][O:2][C:3]1[CH:4]=[C:5]2[C:10](=[C:11]3[CH2:15][C:14]([CH3:17])([CH3:16])[O:13][C:12]=13)[C:9]([C:18]1[CH:23]=[CH:22][C:21]([NH2:24])=[CH:20][CH:19]=1)=[N:8][C:7]([CH3:26])([CH3:25])[CH2:6]2.[CH3:27][S:28](Cl)(=[O:30])=[O:29].O, predict the reaction product. The product is: [CH3:1][O:2][C:3]1[CH:4]=[C:5]2[C:10](=[C:11]3[CH2:15][C:14]([CH3:17])([CH3:16])[O:13][C:12]=13)[C:9]([C:18]1[CH:19]=[CH:20][C:21]([NH:24][S:28]([CH3:27])(=[O:30])=[O:29])=[CH:22][CH:23]=1)=[N:8][C:7]([CH3:26])([CH3:25])[CH2:6]2. (3) Given the reactants [CH2:1]([OH:6])[CH2:2][C@H:3]([OH:5])[CH3:4].[C:7]([Si:11](Cl)([CH3:13])[CH3:12])([CH3:10])([CH3:9])[CH3:8].C(N(CC)CC)C, predict the reaction product. The product is: [Si:11]([O:6][CH2:1][CH2:2][C@H:3]([OH:5])[CH3:4])([C:7]([CH3:10])([CH3:9])[CH3:8])([CH3:13])[CH3:12]. (4) Given the reactants [CH3:1][O:2][CH2:3][CH2:4][O:5][CH2:6][O:7][CH2:8][CH2:9][C@H:10]1[CH2:14][CH2:13][CH2:12][N:11]1[S:15]([C:18]1[CH:23]=[CH:22][C:21]([CH3:24])=[C:20]([N+:25]([O-])=O)[CH:19]=1)(=[O:17])=[O:16].[CH3:28]N(C)C=O, predict the reaction product. The product is: [CH3:1][O:2][CH2:3][CH2:4][O:5][CH2:6][O:7][CH2:8][CH2:9][C@H:10]1[CH2:14][CH2:13][CH2:12][N:11]1[S:15]([C:18]1[CH:19]=[C:20]2[C:21]([CH:24]=[CH:28][NH:25]2)=[CH:22][CH:23]=1)(=[O:17])=[O:16]. (5) Given the reactants C(N(CC)C(C)C)(C)C.[NH2:10][C:11]1[CH:16]=[CH:15][C:14]([N:17]2[CH2:22][CH2:21][O:20][CH2:19][C:18]2=[O:23])=[CH:13][CH:12]=1.Cl[C:25]([O:27][CH3:28])=[O:26], predict the reaction product. The product is: [O:23]=[C:18]1[CH2:19][O:20][CH2:21][CH2:22][N:17]1[C:14]1[CH:13]=[CH:12][C:11]([NH:10][C:25](=[O:26])[O:27][CH3:28])=[CH:16][CH:15]=1.